This data is from Full USPTO retrosynthesis dataset with 1.9M reactions from patents (1976-2016). The task is: Predict the reactants needed to synthesize the given product. (1) Given the product [CH:7](=[N:6]/[N:1]1[CH:5]=[CH:4][CH:3]=[CH:2]1)\[CH2:8][CH2:9][CH2:10][CH3:11], predict the reactants needed to synthesize it. The reactants are: [N:1]1([NH2:6])[CH:5]=[CH:4][CH:3]=[CH:2]1.[CH:7](=O)[CH2:8][CH2:9][CH2:10][CH3:11]. (2) Given the product [Br:1][C:2]1[CH:3]=[CH:4][C:5](/[CH:8]=[CH:9]/[C@@H:10]2[C@H:11]3[C@:15]([C:36]([O:38][CH3:39])=[O:37])([C:14](=[O:22])[O:13][C@@H:12]3[CH3:23])[CH2:16][C:17]([F:20])([F:21])[C@H:18]2[CH3:19])=[N:6][CH:7]=1, predict the reactants needed to synthesize it. The reactants are: [Br:1][C:2]1[CH:3]=[CH:4][C:5](/[CH:8]=[CH:9]/[C@H:10]2[C@H:18]([CH3:19])[C:17]([F:21])([F:20])[CH2:16][C@@H:15]3[C@H:11]2[C@@H:12]([CH3:23])[O:13][C:14]3=[O:22])=[N:6][CH:7]=1.C[Si]([N-][Si](C)(C)C)(C)C.[Li+].C([C:36]([O:38][CH3:39])=[O:37])#N. (3) Given the product [C:25]([C:22]1[CH:23]=[CH:24][C:19]([O:18][CH2:17][CH2:16][CH2:15][CH2:14][O:13][C:10]2[CH:9]=[CH:8][C:7]([CH2:6][C@H:5]([O:33][CH3:34])[C:4]([OH:35])=[O:3])=[CH:12][CH:11]=2)=[CH:20][CH:21]=1)(=[O:32])[C:26]1[CH:27]=[CH:28][CH:29]=[CH:30][CH:31]=1, predict the reactants needed to synthesize it. The reactants are: C([O:3][C:4](=[O:35])[C@@H:5]([O:33][CH3:34])[CH2:6][C:7]1[CH:12]=[CH:11][C:10]([O:13][CH2:14][CH2:15][CH2:16][CH2:17][O:18][C:19]2[CH:24]=[CH:23][C:22]([C:25](=[O:32])[C:26]3[CH:31]=[CH:30][CH:29]=[CH:28][CH:27]=3)=[CH:21][CH:20]=2)=[CH:9][CH:8]=1)C.[Li+].[OH-]. (4) The reactants are: Cl.C(N=C=NCCCN(C)C)C.ON1C2C=CC=CC=2N=N1.CN1CC[O:27][CH2:26][CH2:25]1.[CH:30]1([S:33]([C:36]2[CH:41]=[CH:40][C:39]([CH:42]([C:50]3[NH:54][C:53]([C:55]4[N:60]=[CH:59][C:58]([CH2:61][N:62]5[CH2:67][CH2:66][NH:65][C@@H:64]([CH3:68])[CH2:63]5)=[CH:57][CH:56]=4)=[CH:52][CH:51]=3)[CH2:43][CH:44]3[CH2:49][CH2:48][O:47][CH2:46][CH2:45]3)=[CH:38][CH:37]=2)(=[O:35])=[O:34])[CH2:32][CH2:31]1. Given the product [C:26]([N:65]1[CH2:66][CH2:67][N:62]([CH2:61][C:58]2[CH:59]=[N:60][C:55]([C:53]3[NH:54][C:50]([CH:42]([C:39]4[CH:38]=[CH:37][C:36]([S:33]([CH:30]5[CH2:32][CH2:31]5)(=[O:34])=[O:35])=[CH:41][CH:40]=4)[CH2:43][CH:44]4[CH2:45][CH2:46][O:47][CH2:48][CH2:49]4)=[CH:51][CH:52]=3)=[CH:56][CH:57]=2)[CH2:63][C@@H:64]1[CH3:68])(=[O:27])[CH3:25], predict the reactants needed to synthesize it. (5) Given the product [C:35]([O:34][CH2:33][C:32]([CH2:39][O:40][C:41](=[O:44])[CH:42]=[CH2:43])([CH2:45][O:9][CH2:8][C:7]([CH2:14][O:15][C:16](=[O:19])[CH:17]=[CH2:18])([CH2:6][O:5][C:1](=[O:4])[CH:2]=[CH2:3])[CH2:20][O:21][C:22](=[O:25])[CH:23]=[CH2:24])[CH2:31][O:30][C:26](=[O:29])[CH:27]=[CH2:28])(=[O:38])[CH:36]=[CH2:37], predict the reactants needed to synthesize it. The reactants are: [C:1]([O:5][CH2:6][C:7]([CH2:20][O:21][C:22](=[O:25])[CH:23]=[CH2:24])([CH2:14][O:15][C:16](=[O:19])[CH:17]=[CH2:18])[CH2:8][O:9]C(=O)C=C)(=[O:4])[CH:2]=[CH2:3].[C:26]([O:30][CH2:31][C:32]([CH2:45]O)([CH2:39][O:40][C:41](=[O:44])[CH:42]=[CH2:43])[CH2:33][O:34][C:35](=[O:38])[CH:36]=[CH2:37])(=[O:29])[CH:27]=[CH2:28].[Sb].C1CCC(O)(C(C2C=CC=CC=2)=O)CC1.FC(F)=C(F)F.F[C].